This data is from Forward reaction prediction with 1.9M reactions from USPTO patents (1976-2016). The task is: Predict the product of the given reaction. (1) Given the reactants C(O[C:5](=[O:21])[NH:6][CH:7]1[CH2:11][C:10](=[O:12])[O:9][CH:8]1[O:13][CH2:14][C:15]1[CH:20]=[CH:19][CH:18]=[CH:17][CH:16]=1)C=C.CC1C2C(=CC=CC=2)C(C)=C2C=1C=CC1C2=CC=CC=1.[CH3:42][O:43][C:44]1[CH:65]=[CH:64][C:47]([C:48]([NH:50][C:51]([CH3:63])([CH3:62])[C:52]([N:54]2[CH2:58][CH2:57][CH2:56][CH:55]2C(O)=O)=[O:53])=[O:49])=[CH:46][CH:45]=1.C1C=CC2N(O)N=NC=2C=1.C(Cl)CCl, predict the reaction product. The product is: [CH2:14]([O:13][CH:8]1[CH:7]([NH:6][C:5]([CH:55]2[CH2:56][CH2:57][CH2:58][N:54]2[C:52](=[O:53])[C:51]([NH:50][C:48](=[O:49])[C:47]2[CH:46]=[CH:45][C:44]([O:43][CH3:42])=[CH:65][CH:64]=2)([CH3:63])[CH3:62])=[O:21])[CH2:11][C:10](=[O:12])[O:9]1)[C:15]1[CH:16]=[CH:17][CH:18]=[CH:19][CH:20]=1. (2) Given the reactants [C:1]([N:4]1[C:13]2[C:12]3=[N:14][C:15]([CH3:17])=[CH:16][N:11]3[CH:10]=[CH:9][C:8]=2[C@@H:7]([OH:18])[C@H:6]([O:19][C:20](=[O:25])[C:21]([CH3:24])([CH3:23])[CH3:22])[C@H:5]1[C:26]1[CH:31]=[CH:30][CH:29]=[CH:28][CH:27]=1)(=[O:3])[CH3:2].O([CH2:40][CH2:41][O:42][CH3:43])S(C(F)(F)F)(=O)=O.[H-].[Na+], predict the reaction product. The product is: [C:1]([N:4]1[C:13]2[C:12]3=[N:14][C:15]([CH3:17])=[CH:16][N:11]3[CH:10]=[CH:9][C:8]=2[C@@H:7]([O:18][CH2:40][CH2:41][O:42][CH3:43])[C@H:6]([O:19][C:20](=[O:25])[C:21]([CH3:24])([CH3:23])[CH3:22])[C@H:5]1[C:26]1[CH:27]=[CH:28][CH:29]=[CH:30][CH:31]=1)(=[O:3])[CH3:2]. (3) The product is: [F:12][C:13]1[CH:21]=[CH:20][C:16]([C:17]([O:3][CH2:4][C:5]2[C:6](=[O:11])[NH:7][CH:8]=[CH:9][CH:10]=2)=[O:18])=[CH:15][CH:14]=1. Given the reactants [H-].[Na+].[OH:3][CH2:4][C:5]1[C:6](=[O:11])[NH:7][CH:8]=[CH:9][CH:10]=1.[F:12][C:13]1[CH:21]=[CH:20][C:16]([C:17](Cl)=[O:18])=[CH:15][CH:14]=1, predict the reaction product. (4) Given the reactants [CH:1]1([C@H:7]([NH:12][C:13]([C:15]2[CH:19]=[C:18]([C:20]3[CH:25]=[CH:24][C:23]([O:26][C:27]([F:30])([F:29])[F:28])=[CH:22][CH:21]=3)[S:17][C:16]=2[NH:31][C:32]([NH:34][C:35]2[C:40]([CH3:41])=[CH:39][C:38]([CH3:42])=[CH:37][C:36]=2[CH3:43])=[O:33])=[O:14])[C:8]([O:10]C)=[O:9])[CH2:6][CH2:5][CH2:4][CH2:3][CH2:2]1.[OH-].[Li+], predict the reaction product. The product is: [CH:1]1([C@H:7]([NH:12][C:13]([C:15]2[CH:19]=[C:18]([C:20]3[CH:21]=[CH:22][C:23]([O:26][C:27]([F:29])([F:30])[F:28])=[CH:24][CH:25]=3)[S:17][C:16]=2[NH:31][C:32]([NH:34][C:35]2[C:36]([CH3:43])=[CH:37][C:38]([CH3:42])=[CH:39][C:40]=2[CH3:41])=[O:33])=[O:14])[C:8]([OH:10])=[O:9])[CH2:6][CH2:5][CH2:4][CH2:3][CH2:2]1. (5) Given the reactants [C:1]([C:4]1[CH:9]=[CH:8][C:7]([CH:10]2[CH2:15][CH2:14][CH:13]([CH2:16][C:17]([OH:19])=O)[CH2:12][CH2:11]2)=[CH:6][CH:5]=1)(=[O:3])[CH3:2].Cl.Cl.[NH2:22][CH:23]1[CH2:28][CH2:27][N:26]([CH2:29][C:30]2[CH:35]=[CH:34][C:33]([Cl:36])=[C:32]([Cl:37])[CH:31]=2)[CH2:25][CH2:24]1.CCN=C=NCCCN(C)C.Cl.C1C=CC2N(O)N=NC=2C=1, predict the reaction product. The product is: [C:1]([C:4]1[CH:5]=[CH:6][C:7]([CH:10]2[CH2:15][CH2:14][CH:13]([CH2:16][C:17]([NH:22][CH:23]3[CH2:28][CH2:27][N:26]([CH2:29][C:30]4[CH:35]=[CH:34][C:33]([Cl:36])=[C:32]([Cl:37])[CH:31]=4)[CH2:25][CH2:24]3)=[O:19])[CH2:12][CH2:11]2)=[CH:8][CH:9]=1)(=[O:3])[CH3:2]. (6) Given the reactants [C:1]([C:5]1[N:10]=[CH:9][C:8]([C:11]2[N:12]([C:32](Cl)=[O:33])[C@@:13]([C:25]3[CH:30]=[CH:29][C:28]([Cl:31])=[CH:27][CH:26]=3)([CH3:24])[C@@:14]([C:17]3[CH:22]=[CH:21][C:20]([Cl:23])=[CH:19][CH:18]=3)([CH3:16])[N:15]=2)=[C:7]([O:35][CH2:36][CH3:37])[CH:6]=1)([CH3:4])([CH3:3])[CH3:2].[N:38]1([CH:43]2[CH2:48][CH2:47][NH:46][CH2:45][CH2:44]2)[CH2:42][CH2:41][CH2:40][CH2:39]1, predict the reaction product. The product is: [C:1]([C:5]1[N:10]=[CH:9][C:8]([C:11]2[N:12]([C:32]([N:46]3[CH2:47][CH2:48][CH:43]([N:38]4[CH2:42][CH2:41][CH2:40][CH2:39]4)[CH2:44][CH2:45]3)=[O:33])[C@@:13]([C:25]3[CH:30]=[CH:29][C:28]([Cl:31])=[CH:27][CH:26]=3)([CH3:24])[C@@:14]([C:17]3[CH:22]=[CH:21][C:20]([Cl:23])=[CH:19][CH:18]=3)([CH3:16])[N:15]=2)=[C:7]([O:35][CH2:36][CH3:37])[CH:6]=1)([CH3:3])([CH3:4])[CH3:2]. (7) Given the reactants CC1(C)C(C)(C)OB([C:9]2[CH:17]=[C:16]([C:18]([F:21])([F:20])[F:19])[CH:15]=[C:14]3[C:10]=2[CH:11]=[N:12][NH:13]3)O1.Br[C:24]1[C:25]([CH3:36])=[N:26][N:27]([CH2:30][C:31]2([CH3:35])[CH2:34][O:33][CH2:32]2)[C:28]=1[CH3:29].[C:37](=[O:40])(O)[O-:38].[Na+], predict the reaction product. The product is: [C:37]([OH:38])([C:18]([F:21])([F:20])[F:19])=[O:40].[CH3:36][C:25]1[C:24]([C:9]2[CH:17]=[C:16]([C:18]([F:19])([F:20])[F:21])[CH:15]=[C:14]3[C:10]=2[CH:11]=[N:12][NH:13]3)=[C:28]([CH3:29])[N:27]([CH2:30][C:31]2([CH3:35])[CH2:34][O:33][CH2:32]2)[N:26]=1.